From a dataset of Full USPTO retrosynthesis dataset with 1.9M reactions from patents (1976-2016). Predict the reactants needed to synthesize the given product. (1) Given the product [CH:1]1([CH2:7][C:8]2[N:9]=[N:10][N:11]([C@@H:13]3[C@H:17]4[O:18][CH2:19][C@H:20]([NH:21][C:28]([C:27]5[N:23]([CH3:22])[N:24]=[C:25]([CH3:31])[CH:26]=5)=[O:29])[C@H:16]4[O:15][CH2:14]3)[CH:12]=2)[CH2:2][CH2:3][CH2:4][CH2:5][CH2:6]1, predict the reactants needed to synthesize it. The reactants are: [CH:1]1([CH2:7][C:8]2[N:9]=[N:10][N:11]([C@@H:13]3[C@H:17]4[O:18][CH2:19][C@H:20]([NH2:21])[C@H:16]4[O:15][CH2:14]3)[CH:12]=2)[CH2:6][CH2:5][CH2:4][CH2:3][CH2:2]1.[CH3:22][N:23]1[C:27]([C:28](O)=[O:29])=[CH:26][C:25]([CH3:31])=[N:24]1. (2) Given the product [CH3:1][N:2]1[C:6]([C:7]([Cl:16])=[O:8])=[CH:5][C:4]([C:10]([F:13])([F:12])[F:11])=[N:3]1, predict the reactants needed to synthesize it. The reactants are: [CH3:1][N:2]1[C:6]([C:7](O)=[O:8])=[CH:5][C:4]([C:10]([F:13])([F:12])[F:11])=[N:3]1.S(Cl)([Cl:16])=O. (3) Given the product [F:1][C:2]1[CH:7]=[CH:6][C:5]([C:8]2[N:13]=[C:12]3[N:14]([CH2:17][C:18]4[CH:23]=[CH:22][C:21]([OH:24])=[CH:20][CH:19]=4)[CH:15]=[N:16][C:11]3=[N:10][CH:9]=2)=[CH:4][CH:3]=1, predict the reactants needed to synthesize it. The reactants are: [F:1][C:2]1[CH:7]=[CH:6][C:5]([C:8]2[N:13]=[C:12]3[N:14]([CH2:17][C:18]4[CH:23]=[CH:22][C:21]([O:24]C)=[CH:20][CH:19]=4)[CH:15]=[N:16][C:11]3=[N:10][CH:9]=2)=[CH:4][CH:3]=1.B(Br)(Br)Br. (4) Given the product [F:22][C:23]1[CH:24]=[CH:25][C:26]([C@@H:29]([NH:31][C:2]2[N:7]=[C:6]([NH:8][C:9]3[CH:13]=[C:12]([O:14][CH:15]([CH3:17])[CH3:16])[NH:11][N:10]=3)[C:5]([N+:18]([O-:20])=[O:19])=[CH:4][CH:3]=2)[CH3:30])=[N:27][CH:28]=1, predict the reactants needed to synthesize it. The reactants are: Cl[C:2]1[N:7]=[C:6]([NH:8][C:9]2[CH:13]=[C:12]([O:14][CH:15]([CH3:17])[CH3:16])[NH:11][N:10]=2)[C:5]([N+:18]([O-:20])=[O:19])=[CH:4][CH:3]=1.Cl.[F:22][C:23]1[CH:24]=[CH:25][C:26]([C@@H:29]([NH2:31])[CH3:30])=[N:27][CH:28]=1.C(N(C(C)C)CC)(C)C. (5) Given the product [C:43]([CH2:42][CH2:41][NH:40][C:2]1[CH:9]=[C:8]([N:10]2[C:22]3[CH:21]=[CH:20][CH:19]=[C:18]([C:23]4[NH:27][C:26]5[CH:28]=[C:29]([F:32])[CH:30]=[CH:31][C:25]=5[N:24]=4)[C:17]=3[C:16]3[C:11]2=[CH:12][CH:13]=[CH:14][CH:15]=3)[CH:7]=[CH:6][C:3]=1[C:4]([NH2:5])=[O:34])(=[O:44])[NH2:45], predict the reactants needed to synthesize it. The reactants are: F[C:2]1[CH:9]=[C:8]([N:10]2[C:22]3[CH:21]=[CH:20][CH:19]=[C:18]([C:23]4[NH:27][C:26]5[CH:28]=[C:29]([F:32])[CH:30]=[CH:31][C:25]=5[N:24]=4)[C:17]=3[C:16]3[C:11]2=[CH:12][CH:13]=[CH:14][CH:15]=3)[CH:7]=[CH:6][C:3]=1[C:4]#[N:5].C(=O)([O-])[O-:34].[K+].[K+].Cl.[NH2:40][CH2:41][CH2:42][C:43]([NH2:45])=[O:44].[OH-].[Na+].OO. (6) Given the product [Cl:1][C:2]1[CH:7]=[CH:6][C:5]([S:8]([CH:11]([C:12]2[CH:17]=[C:16]([F:18])[CH:15]=[CH:14][C:13]=2[F:19])[CH2:26][CH2:25][C:21]2[S:20][CH:24]=[CH:23][CH:22]=2)(=[O:10])=[O:9])=[CH:4][CH:3]=1, predict the reactants needed to synthesize it. The reactants are: [Cl:1][C:2]1[CH:7]=[CH:6][C:5]([S:8]([CH2:11][C:12]2[CH:17]=[C:16]([F:18])[CH:15]=[CH:14][C:13]=2[F:19])(=[O:10])=[O:9])=[CH:4][CH:3]=1.[S:20]1[CH:24]=[CH:23][CH:22]=[C:21]1[CH2:25][CH2:26]O.C(C=P(CCCC)(CCCC)CCCC)#N.CCCCCC. (7) Given the product [CH3:16][C:12]1([CH3:15])[CH2:11][O:10][B:9]([C:23]2[CH:24]=[C:25]([F:34])[C:26]3[O:30][C:29](=[O:31])[N:28]([CH3:32])[C:27]=3[CH:33]=2)[O:14][CH2:13]1, predict the reactants needed to synthesize it. The reactants are: [B:9]1([B:9]2[O:14][CH2:13][C:12]([CH3:16])([CH3:15])[CH2:11][O:10]2)[O:14][CH2:13][C:12]([CH3:16])([CH3:15])[CH2:11][O:10]1.C([O-])(=O)C.[K+].Br[C:23]1[CH:24]=[C:25]([F:34])[C:26]2[O:30][C:29](=[O:31])[N:28]([CH3:32])[C:27]=2[CH:33]=1.C(Cl)Cl.